From a dataset of CYP2C19 inhibition data for predicting drug metabolism from PubChem BioAssay. Regression/Classification. Given a drug SMILES string, predict its absorption, distribution, metabolism, or excretion properties. Task type varies by dataset: regression for continuous measurements (e.g., permeability, clearance, half-life) or binary classification for categorical outcomes (e.g., BBB penetration, CYP inhibition). Dataset: cyp2c19_veith. (1) The molecule is CCC(=O)N1CCc2cc(S(=O)(=O)NC(C(=O)NCc3ccc(F)cc3)C(C)C)ccc21. The result is 0 (non-inhibitor). (2) The molecule is Cc1ccc(NC(=S)N2CCN(C(=O)C3CCCO3)CC2)c(C)c1. The result is 0 (non-inhibitor). (3) The compound is Fc1ccc(CN(C2=NCCN2)c2c(Cl)cccc2Cl)cc1. The result is 0 (non-inhibitor). (4) The molecule is NC(=O)CN1CCOCCOCCOCCOCCOCC1. The result is 0 (non-inhibitor). (5) The result is 0 (non-inhibitor). The molecule is CC(C)C12CCC(C(=O)O)C(C1)C(=O)O2. (6) The compound is O=C1Nc2cc(Cl)c(Cl)cc2N2CCNC[C@H]12. The result is 1 (inhibitor).